From a dataset of NCI-60 drug combinations with 297,098 pairs across 59 cell lines. Regression. Given two drug SMILES strings and cell line genomic features, predict the synergy score measuring deviation from expected non-interaction effect. (1) Drug 1: CC1C(C(=O)NC(C(=O)N2CCCC2C(=O)N(CC(=O)N(C(C(=O)O1)C(C)C)C)C)C(C)C)NC(=O)C3=C4C(=C(C=C3)C)OC5=C(C(=O)C(=C(C5=N4)C(=O)NC6C(OC(=O)C(N(C(=O)CN(C(=O)C7CCCN7C(=O)C(NC6=O)C(C)C)C)C)C(C)C)C)N)C. Drug 2: CCCCCOC(=O)NC1=NC(=O)N(C=C1F)C2C(C(C(O2)C)O)O. Cell line: SK-OV-3. Synergy scores: CSS=2.61, Synergy_ZIP=-0.513, Synergy_Bliss=1.84, Synergy_Loewe=-10.1, Synergy_HSA=0.337. (2) Drug 1: CC12CCC(CC1=CCC3C2CCC4(C3CC=C4C5=CN=CC=C5)C)O. Drug 2: CCC1(CC2CC(C3=C(CCN(C2)C1)C4=CC=CC=C4N3)(C5=C(C=C6C(=C5)C78CCN9C7C(C=CC9)(C(C(C8N6C=O)(C(=O)OC)O)OC(=O)C)CC)OC)C(=O)OC)O.OS(=O)(=O)O. Cell line: EKVX. Synergy scores: CSS=42.9, Synergy_ZIP=2.85, Synergy_Bliss=4.63, Synergy_Loewe=-9.97, Synergy_HSA=3.27. (3) Drug 1: CS(=O)(=O)OCCCCOS(=O)(=O)C. Drug 2: CC1=C(C(=O)C2=C(C1=O)N3CC4C(C3(C2COC(=O)N)OC)N4)N. Cell line: ACHN. Synergy scores: CSS=40.7, Synergy_ZIP=-2.36, Synergy_Bliss=-1.42, Synergy_Loewe=-26.1, Synergy_HSA=-2.06. (4) Drug 1: CCC(=C(C1=CC=CC=C1)C2=CC=C(C=C2)OCCN(C)C)C3=CC=CC=C3.C(C(=O)O)C(CC(=O)O)(C(=O)O)O. Drug 2: C(=O)(N)NO. Cell line: TK-10. Synergy scores: CSS=5.19, Synergy_ZIP=-0.541, Synergy_Bliss=0.157, Synergy_Loewe=-8.19, Synergy_HSA=-3.04.